This data is from Drug-target binding data from BindingDB using IC50 measurements. The task is: Regression. Given a target protein amino acid sequence and a drug SMILES string, predict the binding affinity score between them. We predict pIC50 (pIC50 = -log10(IC50 in M); higher means more potent). Dataset: bindingdb_ic50. (1) The small molecule is CC(C)NC(=O)Cn1cc(-c2cccc(OCCN3CCCCC3)c2)nc1-c1cccc(Cl)c1. The target protein (P47901) has sequence MDSGPLWDANPTPRGTLSAPNATTPWLGRDEELAKVEIGVLATVLVLATGGNLAVLLTLGQLGRKRSRMHLFVLHLALTDLAVALFQVLPQLLWDITYRFQGPDLLCRAVKYLQVLSMFASTYMLLAMTLDRYLAVCHPLRSLQQPGQSTYLLIAAPWLLAAIFSLPQVFIFSLREVIQGSGVLDCWADFGFPWGPRAYLTWTTLAIFVLPVTMLTACYSLICHEICKNLKVKTQAWRVGGGGWRTWDRPSPSTLAATTRGLPSRVSSINTISRAKIRTVKMTFVIVLAYIACWAPFFSVQMWSVWDKNAPDEDSTNVAFTISMLLGNLNSCCNPWIYMGFNSHLLPRPLRHLACCGGPQPRMRRRLSDGSLSSRHTTLLTRSSCPATLSLSLSLTLSGRPRPEESPRDLELADGEGTAETIIF. The pIC50 is 6.3. (2) The small molecule is CCc1c(Sc2ccc(C(=O)N[C@@H](CCC(=O)O)C(=O)O)cc2)[nH]c2nc(N)nc(N)c12. The target protein (P0ABQ4) has sequence MISLIAALAVDRVIGMENAMPWNLPADLAWFKRNTLNKPVIMGRHTWESIGRPLPGRKNIILSSQPGTDDRVTWVKSVDEAIAACGDVPEIMVIGGGRVYEQFLPKAQKLYLTHIDAEVEGDTHFPDYEPDDWESVFSEFHDADAQNSHSYCFEILERR. The pIC50 is 8.7. (3) The compound is CCc1ncnc(-c2ccc(C(=O)N3CCC(N(C)C)CC3)c(C)c2)c1C#Cc1ccc(N)nc1. The target protein (P42345) has sequence MLGTGPAAATTAATTSSNVSVLQQFASGLKSRNEETRAKAAKELQHYVTMELREMSQEESTRFYDQLNHHIFELVSSSDANERKGGILAIASLIGVEGGNATRIGRFANYLRNLLPSNDPVVMEMASKAIGRLAMAGDTFTAEYVEFEVKRALEWLGADRNEGRRHAAVLVLRELAISVPTFFFQQVQPFFDNIFVAVWDPKQAIREGAVAALRACLILTTQREPKEMQKPQWYRHTFEEAEKGFDETLAKEKGMNRDDRIHGALLILNELVRISSMEGERLREEMEEITQQQLVHDKYCKDLMGFGTKPRHITPFTSFQAVQPQQSNALVGLLGYSSHQGLMGFGTSPSPAKSTLVESRCCRDLMEEKFDQVCQWVLKCRNSKNSLIQMTILNLLPRLAAFRPSAFTDTQYLQDTMNHVLSCVKKEKERTAAFQALGLLSVAVRSEFKVYLPRVLDIIRAALPPKDFAHKRQKAMQVDATVFTCISMLARAMGPGIQQD.... The pIC50 is 8.5. (4) The small molecule is CONC(=O)c1cn(-c2ccc3c(c2)CCC3)c2nc(Nc3ccc(C4CCN(CC(=O)O)CC4)cc3)ncc2c1=O. The target protein sequence is NKCGRRNKFGINRPAVLAPEDGLAMSLHFMTLGGSSLSPTEGKGSGLQGHIIENPQYFSDACVHHIKRRDIVLKWELGEGAFGKVFLAECHNLLPEQDKMLVAVKALKEASESARQDFQREAELLTMLQHQHIVRFFGVCTEGRPLLMVFEYMRHGDLNRFLRSHGPDAKLLAGGEDVAPGPLGLGQLLAVASQVAAGMVYLAGLHFVHRDLATRNCLVGQGLVVKIGDFGMSRDIYSTDYYRVGGRTMLPIRWMPPESILYRKFTTESDVWSFGVVLWEIFTYGKQPWYQLSNTEAIDCITQGRELERPRACPPEVYAIMRGCWQREPQQRHSIKDVHARLQALAQAPPVYLDVLG. The pIC50 is 6.3. (5) The compound is CC(=O)NCCC[C@H]1OC[C@H](Oc2ccc(OCc3ccccc3)cc2)CO1. The target protein sequence is DKKQANIKRQLMTNFILGSFDDYSSDEDSVAGSSRESTRKGSRASLGALSLEAYLTTGEAETRVPTMRPSMSGLHLVKRGREHKKLDLHRDFTVASPAEFVTRFGGDRVIEKVLIANNGIAAVKCMRSIRRWAYEMFRNERAIRFVVMVTPEDLKANAEYIKMADHYVPVPGGPNNNNYANVELIVDIAKRIPVQAVWAGWGHASENPKLPELLCKNGVAFLGPPSEAMWALGDKIASTVVAQTLQVPTLPWSGSGLTVEWTEDDLQQGKRISVPEDVYDKGCVKDVDEGLEAAERIGFPLMIKASEGGGGKGIRKAESAEDFPILFRQVQSEIPGSPIFLMKLAQHARHLEVQILADQYGNAVSLFGRDCSIQRRHQKIVEEAPATIAPLAIFEFMEQCAIRLAKTVGYVSAGTVEYLYSQDGSFHFLELNPRLQVEHPCTEMIADVNLPAAQLQIAMGVPLHRLKDIRLLYGESPWGVTPISFETPSNPPLARGHVIA.... The pIC50 is 6.4.